The task is: Predict the product of the given reaction.. This data is from Forward reaction prediction with 1.9M reactions from USPTO patents (1976-2016). Given the reactants Cl.[CH2:2]([O:9][C:10](=[O:16])[C@@H:11]1[CH2:15][CH2:14][CH2:13][NH:12]1)[C:3]1[CH:8]=[CH:7][CH:6]=[CH:5][CH:4]=1.[P:17]([C:25]#[N:26])(=[O:24])([O:21][CH2:22][CH3:23])[O:18][CH2:19][CH3:20].CCN(CC)CC.CN(C=O)C.CCN(CC)CC, predict the reaction product. The product is: [CH2:2]([O:9][C:10](=[O:16])[C@@H:11]1[CH2:15][CH2:14][CH2:13][NH:12]1)[C:3]1[CH:4]=[CH:5][CH:6]=[CH:7][CH:8]=1.[P:17]([C:25]#[N:26])(=[O:24])([O:21][CH2:22][CH3:23])[O:18][CH2:19][CH3:20].